From a dataset of NCI-60 drug combinations with 297,098 pairs across 59 cell lines. Regression. Given two drug SMILES strings and cell line genomic features, predict the synergy score measuring deviation from expected non-interaction effect. Synergy scores: CSS=9.52, Synergy_ZIP=2.05, Synergy_Bliss=-0.772, Synergy_Loewe=3.02, Synergy_HSA=-2.79. Drug 1: C1=NNC2=C1C(=O)NC=N2. Drug 2: COCCOC1=C(C=C2C(=C1)C(=NC=N2)NC3=CC=CC(=C3)C#C)OCCOC.Cl. Cell line: HCC-2998.